This data is from Forward reaction prediction with 1.9M reactions from USPTO patents (1976-2016). The task is: Predict the product of the given reaction. Given the reactants [F:1][CH:2]([CH3:35])[CH2:3][N:4]([S:26]([C:29]1[CH:30]=[N:31][CH:32]=[CH:33][CH:34]=1)(=[O:28])=[O:27])[C:5]1[CH:13]=[C:12]2[C:8]([CH2:9][CH2:10][CH2:11]2)=[CH:7][C:6]=1[O:14][CH2:15][C:16]1[CH:25]=[CH:24][C:19]([C:20]([O:22]C)=[O:21])=[CH:18][N:17]=1.[OH-].[Na+], predict the reaction product. The product is: [F:1][CH:2]([CH3:35])[CH2:3][N:4]([S:26]([C:29]1[CH:30]=[N:31][CH:32]=[CH:33][CH:34]=1)(=[O:28])=[O:27])[C:5]1[CH:13]=[C:12]2[C:8]([CH2:9][CH2:10][CH2:11]2)=[CH:7][C:6]=1[O:14][CH2:15][C:16]1[CH:25]=[CH:24][C:19]([C:20]([OH:22])=[O:21])=[CH:18][N:17]=1.